Dataset: Full USPTO retrosynthesis dataset with 1.9M reactions from patents (1976-2016). Task: Predict the reactants needed to synthesize the given product. (1) Given the product [Br:1][C:2]1[N:7]=[CH:6][C:5]([CH:8]([NH2:13])[C:9]([F:10])([F:11])[F:12])=[CH:4][CH:3]=1, predict the reactants needed to synthesize it. The reactants are: [Br:1][C:2]1[N:7]=[CH:6][C:5]([CH:8]([NH:13]S(C(C)(C)C)=O)[C:9]([F:12])([F:11])[F:10])=[CH:4][CH:3]=1.Cl.O1CCOCC1. (2) The reactants are: [OH:1][CH2:2][C:3]1[CH2:4][C@H:5]2[C@@:10]([CH3:12])([CH:11]=1)[C@H:9]([CH3:13])[CH2:8][C:7](=[O:14])[CH2:6]2.N.[Li].C(OCC)(=O)C. Given the product [OH:1][CH2:2][C:3]1[CH2:4][C@H:5]2[C@@:10]([CH3:12])([CH:11]=1)[C@H:9]([CH3:13])[CH2:8][C@H:7]([OH:14])[CH2:6]2, predict the reactants needed to synthesize it. (3) Given the product [Br:3][C:4]1[CH:5]=[C:6]([O:14][CH3:15])[C:7]([CH2:10][OH:11])=[N:8][CH:9]=1, predict the reactants needed to synthesize it. The reactants are: [BH4-].[Na+].[Br:3][C:4]1[CH:5]=[C:6]([O:14][CH3:15])[C:7]([C:10](OC)=[O:11])=[N:8][CH:9]=1. (4) The reactants are: Cl[C:2]1[CH:10]=[CH:9][C:8]([Cl:11])=[CH:7][C:3]=1[C:4]([OH:6])=[O:5].[CH3:12][CH:13]([NH2:15])[CH3:14].C([O-])(=O)C.[K+].C(N(CC)CC)C.Cl. Given the product [Cl:11][C:8]1[CH:9]=[CH:10][C:2]([NH:15][CH:13]([CH3:14])[CH3:12])=[C:3]([CH:7]=1)[C:4]([OH:6])=[O:5], predict the reactants needed to synthesize it. (5) Given the product [Cl:1][C:2]1[CH:3]=[C:4]2[C:9](=[CH:10][C:11]=1[Cl:12])[C:8](=[O:13])[N:7]([CH2:14][C:15]([CH3:18])([CH3:16])[CH3:17])[C:6]([C:19]([OH:21])=[O:20])=[C:5]2[O:26][CH3:27], predict the reactants needed to synthesize it. The reactants are: [Cl:1][C:2]1[CH:3]=[C:4]2[C:9](=[CH:10][C:11]=1[Cl:12])[C:8](=[O:13])[N:7]([CH2:14][C:15]([CH3:18])([CH3:17])[CH3:16])[C:6]([C:19]([O:21]C(C)(C)C)=[O:20])=[C:5]2[O:26][CH3:27].FC(F)(F)C(O)=O. (6) Given the product [C:1]([NH:5][C:6]1[N:11]=[C:10]([N:12]2[C:16]3[CH:17]=[C:18]([NH:21][C:41](=[O:44])[C:42]#[CH:43])[CH:19]=[CH:20][C:15]=3[N:14]=[CH:13]2)[CH:9]=[N:8][CH:7]=1)([CH3:4])([CH3:2])[CH3:3], predict the reactants needed to synthesize it. The reactants are: [C:1]([NH:5][C:6]1[N:11]=[C:10]([N:12]2[C:16]3[CH:17]=[C:18]([NH2:21])[CH:19]=[CH:20][C:15]=3[N:14]=[CH:13]2)[CH:9]=[N:8][CH:7]=1)([CH3:4])([CH3:3])[CH3:2].C(N(CC)CC)C.CCN=C=NCCCN(C)C.Cl.[C:41](O)(=[O:44])[C:42]#[CH:43]. (7) Given the product [CH3:37][C:38]1[CH:43]=[CH:42][C:41]([S:44]([O:35][CH2:34][CH2:33][O:32][CH2:31][CH2:30][O:29][CH2:28][CH2:27][O:26][C:21]2[CH:20]=[CH:19][C:18]3[C:23](=[CH:24][CH:25]=[C:16]([C:13]4[CH:14]=[CH:15][C:10]([N:9]([CH3:36])[CH3:8])=[CH:11][CH:12]=4)[CH:17]=3)[N:22]=2)(=[O:46])=[O:45])=[CH:40][CH:39]=1, predict the reactants needed to synthesize it. The reactants are: C(N(CC)CC)C.[CH3:8][N:9]([CH3:36])[C:10]1[CH:15]=[CH:14][C:13]([C:16]2[CH:17]=[C:18]3[C:23](=[CH:24][CH:25]=2)[N:22]=[C:21]([O:26][CH2:27][CH2:28][O:29][CH2:30][CH2:31][O:32][CH2:33][CH2:34][OH:35])[CH:20]=[CH:19]3)=[CH:12][CH:11]=1.[CH3:37][C:38]1[CH:43]=[CH:42][C:41]([S:44](O[S:44]([C:41]2[CH:42]=[CH:43][C:38]([CH3:37])=[CH:39][CH:40]=2)(=[O:46])=[O:45])(=[O:46])=[O:45])=[CH:40][CH:39]=1.O. (8) Given the product [NH2:2][C:3]1[CH:4]=[N:5][N:6]([CH2:8][C:9]([NH:11][C:12]2[CH:17]=[CH:16][CH:15]=[C:14]([F:18])[C:13]=2[F:19])=[O:10])[CH:7]=1, predict the reactants needed to synthesize it. The reactants are: Cl.[NH2:2][C:3]1[CH:4]=[N:5][N:6]([CH2:8][C:9]([NH:11][C:12]2[CH:17]=[CH:16][CH:15]=[C:14]([F:18])[C:13]=2[F:19])=[O:10])[CH:7]=1.C(=O)(O)[O-].[Na+]. (9) Given the product [O:17]=[C:10]1[N:9]2[CH2:18][CH2:19][NH:20][C:8]2([C:5]2[CH:6]=[CH:7][C:2]([C:21]#[N:22])=[CH:3][CH:4]=2)[CH2:13][N:12]2[CH:14]=[CH:15][CH:16]=[C:11]12, predict the reactants needed to synthesize it. The reactants are: Br[C:2]1[CH:7]=[CH:6][C:5]([C:8]23[NH:20][CH2:19][CH2:18][N:9]2[C:10](=[O:17])[C:11]2[N:12]([CH:14]=[CH:15][CH:16]=2)[CH2:13]3)=[CH:4][CH:3]=1.[CH3:21][N:22](C=O)C.C([O-])(O)=O.[Na+].CC(O)C.